This data is from Ames mutagenicity test results for genotoxicity prediction. The task is: Regression/Classification. Given a drug SMILES string, predict its toxicity properties. Task type varies by dataset: regression for continuous values (e.g., LD50, hERG inhibition percentage) or binary classification for toxic/non-toxic outcomes (e.g., AMES mutagenicity, cardiotoxicity, hepatotoxicity). Dataset: ames. (1) The compound is CCOC(=O)CC(SP(=O)(OC)OC)C(=O)OCC. The result is 0 (non-mutagenic). (2) The drug is O=C(CCl)CCl. The result is 1 (mutagenic). (3) The drug is O=C(Cl)c1cc([N+](=O)[O-])cc([N+](=O)[O-])c1. The result is 1 (mutagenic). (4) The compound is Cc1ccc(C(O)(P(=O)(O)O)P(=O)(O)O)cc1N(CCCl)CCCl. The result is 1 (mutagenic). (5) The compound is O=C(NC(=O)c1c(F)cccc1F)Nc1cc(Cl)c(Oc2ncc(C(F)(F)F)cc2Cl)c(Cl)c1. The result is 0 (non-mutagenic). (6) The molecule is CN1C(=O)CN=C(c2ccccc2F)c2cc([N+](=O)[O-])ccc21. The result is 1 (mutagenic). (7) The result is 1 (mutagenic). The compound is O=[N+]([O-])c1cc([N+](=O)[O-])c2cccc3c2c1-c1ccccc1-3. (8) The compound is COc1cc(O)c2c(=O)c3c(OC)cc4c(c3oc2c1OC)[C@@H]1C=CO[C@H]1O4. The result is 1 (mutagenic). (9) The drug is COc1cc2ccnc3c2c(c1OC)-c1ccccc1C3=O. The result is 1 (mutagenic). (10) The drug is C=Cc1ccccc1C=C. The result is 0 (non-mutagenic).